Dataset: Catalyst prediction with 721,799 reactions and 888 catalyst types from USPTO. Task: Predict which catalyst facilitates the given reaction. (1) Reactant: CC(C)([O-])C.[K+].[OH:7][C@@H:8]([C@H:10]1[CH2:14][N:13]([C@@H:15]([C:17]2[CH:22]=[CH:21][C:20]([O:23][CH3:24])=[CH:19][CH:18]=2)[CH3:16])[C:12](=[O:25])[CH2:11]1)[CH3:9].Cl[C:27]1[C:28]2[N:29]([N:45]=[CH:46][C:47]=2[CH3:48])[CH:30]=[C:31]([C:33]2[CH:38]=[CH:37][C:36]([N:39]3[CH2:44][CH2:43][O:42][CH2:41][CH2:40]3)=[CH:35][CH:34]=2)[N:32]=1. Product: [CH3:24][O:23][C:20]1[CH:19]=[CH:18][C:17]([C@H:15]([N:13]2[CH2:14][C@H:10]([C@H:8]([O:7][C:27]3[C:28]4[N:29]([N:45]=[CH:46][C:47]=4[CH3:48])[CH:30]=[C:31]([C:33]4[CH:38]=[CH:37][C:36]([N:39]5[CH2:44][CH2:43][O:42][CH2:41][CH2:40]5)=[CH:35][CH:34]=4)[N:32]=3)[CH3:9])[CH2:11][C:12]2=[O:25])[CH3:16])=[CH:22][CH:21]=1. The catalyst class is: 1. (2) Reactant: [C:1]([O:6][CH2:7][CH3:8])(=[O:5])[CH:2]([CH3:4])[CH3:3].[Li+].CC([N-]C(C)C)C.[CH2:17]([O:24][C:25]1[CH:32]=[CH:31][C:28]([CH:29]=[O:30])=[CH:27][CH:26]=1)[C:18]1[CH:23]=[CH:22][CH:21]=[CH:20][CH:19]=1.O. Product: [CH2:7]([O:6][C:1](=[O:5])[C:2]([CH3:4])([CH3:3])[CH:29]([C:28]1[CH:27]=[CH:26][C:25]([O:24][CH2:17][C:18]2[CH:19]=[CH:20][CH:21]=[CH:22][CH:23]=2)=[CH:32][CH:31]=1)[OH:30])[CH3:8]. The catalyst class is: 1. (3) Reactant: [NH2:1][N:2]1[C:7]([CH3:8])=[CH:6][CH:5]=[C:4]([CH3:9])[C:3]1=[NH2+:10].CC1C=C(C)C=C(C)C=1S([O-])(=O)=O.[Cl:24][CH2:25][C:26](OC)=O.C(=O)([O-])[O-].[K+].[K+]. Product: [Cl:24][CH2:25][C:26]1[N:10]=[C:3]2[C:4]([CH3:9])=[CH:5][CH:6]=[C:7]([CH3:8])[N:2]2[N:1]=1. The catalyst class is: 14. (4) Reactant: C(OC([NH:11][C@@H:12]1[CH2:17][CH2:16][N:15]([CH2:18][CH2:19][N:20]2[C:29]3[C:24](=[C:25]([F:31])[CH:26]=[C:27]([F:30])[CH:28]=3)[CH:23]=[CH:22][C:21]2=[O:32])[CH2:14][C@@H:13]1[C:33]([O:35][CH3:36])=[O:34])=O)C1C=CC=CC=1. Product: [NH2:11][C@@H:12]1[CH2:17][CH2:16][N:15]([CH2:18][CH2:19][N:20]2[C:29]3[C:24](=[C:25]([F:31])[CH:26]=[C:27]([F:30])[CH:28]=3)[CH:23]=[CH:22][C:21]2=[O:32])[CH2:14][C@@H:13]1[C:33]([O:35][CH3:36])=[O:34]. The catalyst class is: 19. (5) Reactant: [C:1]([C:4]1[C:12]2[C:7](=[CH:8][CH:9]=[CH:10][CH:11]=2)[N:6]([CH2:13][C:14]([OH:16])=O)[N:5]=1)(=[O:3])[NH2:2].Cl.[Cl:18][C:19]1[CH:24]=[C:23]([F:25])[C:22]([F:26])=[CH:21][C:20]=1[C:27]1[CH:32]=[CH:31][CH:30]=[C:29]([NH:33][C:34]([C@@H:36]2[CH2:40][C@@H:39]([F:41])[CH2:38][NH:37]2)=[O:35])[C:28]=1[F:42].CN(C(ON1N=NC2C=CC=NC1=2)=[N+](C)C)C.F[P-](F)(F)(F)(F)F.CCN(C(C)C)C(C)C. Product: [Cl:18][C:19]1[CH:24]=[C:23]([F:25])[C:22]([F:26])=[CH:21][C:20]=1[C:27]1[CH:32]=[CH:31][CH:30]=[C:29]([NH:33][C:34]([C@@H:36]2[CH2:40][C@@H:39]([F:41])[CH2:38][N:37]2[C:14](=[O:16])[CH2:13][N:6]2[C:7]3[C:12](=[CH:11][CH:10]=[CH:9][CH:8]=3)[C:4]([C:1]([NH2:2])=[O:3])=[N:5]2)=[O:35])[C:28]=1[F:42]. The catalyst class is: 3. (6) Reactant: [I:1][C:2]1[CH:3]=[C:4]2[C:9](=[CH:10][CH:11]=1)[C:8](=[O:12])[NH:7][C:6](=[O:13])/[C:5]/2=[CH:14]/OC.[NH2:17][CH2:18][C:19]1[CH:24]=[CH:23][N:22]([CH3:25])[C:21](=[O:26])[CH:20]=1. Product: [I:1][C:2]1[CH:3]=[C:4]2[C:9](=[CH:10][CH:11]=1)[C:8](=[O:12])[NH:7][C:6](=[O:13])/[C:5]/2=[CH:14]\[NH:17][CH2:18][C:19]1[CH:24]=[CH:23][N:22]([CH3:25])[C:21](=[O:26])[CH:20]=1. The catalyst class is: 35. (7) Reactant: [CH2:1]([CH2:3][NH2:4])[OH:2].Cl[C:6]1[N:7]=[N:8][CH:9]=[C:10]([C:12]2[CH:17]=[CH:16][C:15]([F:18])=[CH:14][CH:13]=2)[CH:11]=1.C(OCC)(=O)C.O. Product: [F:18][C:15]1[CH:14]=[CH:13][C:12]([C:10]2[CH:11]=[C:6]([NH:4][CH2:3][CH2:1][OH:2])[N:7]=[N:8][CH:9]=2)=[CH:17][CH:16]=1. The catalyst class is: 12. (8) Reactant: [Cl:1][C:2]1[CH:3]=[C:4]([C:12]2[N:16]=[C:15]([C:17]3[CH:22]=[CH:21][C:20]([NH:23][CH2:24][CH2:25][CH2:26][P:27](=[O:34])([O:31]CC)[O:28]CC)=[CH:19][CH:18]=3)[O:14][N:13]=2)[CH:5]=[CH:6][C:7]=1[O:8][CH:9]([CH3:11])[CH3:10].Br[Si](C)(C)C. Product: [Cl:1][C:2]1[CH:3]=[C:4]([C:12]2[N:16]=[C:15]([C:17]3[CH:22]=[CH:21][C:20]([NH:23][CH2:24][CH2:25][CH2:26][P:27](=[O:28])([OH:31])[OH:34])=[CH:19][CH:18]=3)[O:14][N:13]=2)[CH:5]=[CH:6][C:7]=1[O:8][CH:9]([CH3:11])[CH3:10]. The catalyst class is: 2. (9) Reactant: Cl.[CH3:2][N:3]([CH3:35])[C:4]1([C:29]2[CH:34]=[CH:33][CH:32]=[CH:31][CH:30]=2)[CH2:9][CH2:8][CH:7]([NH:10][C:11]([N:13]2[CH2:18][CH2:17][CH2:16][CH:15]([C:19]3[C:27]4[C:22](=[CH:23][CH:24]=[C:25]([Cl:28])[CH:26]=4)[NH:21][CH:20]=3)[CH2:14]2)=[O:12])[CH2:6][CH2:5]1.Cl[Si](C)(C)C. Product: [ClH:28].[CH3:2][N:3]([CH3:35])[C:4]1([C:29]2[CH:34]=[CH:33][CH:32]=[CH:31][CH:30]=2)[CH2:9][CH2:8][CH:7]([NH:10][C:11]([N:13]2[CH2:18][CH2:17][CH2:16][CH:15]([C:19]3[C:27]4[C:22](=[CH:23][CH:24]=[C:25]([Cl:28])[CH:26]=4)[NH:21][CH:20]=3)[CH2:14]2)=[O:12])[CH2:6][CH2:5]1.[CH3:2][N:3]([CH3:35])[C:4]1([C:29]2[CH:34]=[CH:33][CH:32]=[CH:31][CH:30]=2)[CH2:9][CH2:8][CH:7]([NH:10][C:11]([N:13]2[CH2:18][CH2:17][CH2:16][CH:15]([C:19]3[C:27]4[C:22](=[CH:23][CH:24]=[C:25]([Cl:28])[CH:26]=4)[NH:21][CH:20]=3)[CH2:14]2)=[O:12])[CH2:6][CH2:5]1. The catalyst class is: 573. (10) Reactant: O[CH2:2][C:3]1[CH:12]=[N:11][C:10]2[N:9]3[CH2:13][CH2:14][CH2:15][CH2:16][CH:8]3[C:7](=[O:17])[NH:6][C:5]=2[CH:4]=1.[I-].C(C[P+](C)(C)C)#N.C(N(C(C)C)C(C)C)C.Cl.[Cl:36][C:37]1[CH:42]=[CH:41][C:40]([CH:43]2[CH2:48][CH2:47][NH:46][CH2:45][CH2:44]2)=[CH:39][CH:38]=1. Product: [Cl:36][C:37]1[CH:42]=[CH:41][C:40]([CH:43]2[CH2:44][CH2:45][N:46]([CH2:2][C:3]3[CH:12]=[N:11][C:10]4[N:9]5[CH2:13][CH2:14][CH2:15][CH2:16][CH:8]5[C:7](=[O:17])[NH:6][C:5]=4[CH:4]=3)[CH2:47][CH2:48]2)=[CH:39][CH:38]=1. The catalyst class is: 397.